Dataset: NCI-60 drug combinations with 297,098 pairs across 59 cell lines. Task: Regression. Given two drug SMILES strings and cell line genomic features, predict the synergy score measuring deviation from expected non-interaction effect. Drug 1: C1=CC=C(C(=C1)C(C2=CC=C(C=C2)Cl)C(Cl)Cl)Cl. Drug 2: COC1=NC(=NC2=C1N=CN2C3C(C(C(O3)CO)O)O)N. Cell line: MALME-3M. Synergy scores: CSS=-1.71, Synergy_ZIP=4.71, Synergy_Bliss=2.10, Synergy_Loewe=-5.04, Synergy_HSA=-4.45.